This data is from Tox21: 12 toxicity assays (nuclear receptors and stress response pathways). The task is: Binary classification across 12 toxicity assays. The compound is FC(F)(F)c1cccc(C2=CCN(CCc3ccc4ccccc4c3)CC2)c1. It tested positive (active) for: SR-ARE (Antioxidant Response Element (oxidative stress)).